Predict the reactants needed to synthesize the given product. From a dataset of Full USPTO retrosynthesis dataset with 1.9M reactions from patents (1976-2016). The reactants are: [NH2:1][CH2:2][C@H:3]1[N:10]([C:11]([C:13]2[N:14]=[C:15]([CH3:25])[S:16][C:17]=2[C:18]2[CH:19]=[C:20]([CH3:24])[CH:21]=[CH:22][CH:23]=2)=[O:12])[CH2:9][C@H:8]2[C@@H:4]1[CH2:5][C:6]([F:27])([F:26])[CH2:7]2.[CH3:28][N:29]1[C:37]2[C:32](=[CH:33][CH:34]=[CH:35][CH:36]=2)[C:31]([C:38](O)=[O:39])=[N:30]1. Given the product [F:26][C:6]1([F:27])[CH2:5][C@H:4]2[C@H:8]([CH2:9][N:10]([C:11]([C:13]3[N:14]=[C:15]([CH3:25])[S:16][C:17]=3[C:18]3[CH:19]=[C:20]([CH3:24])[CH:21]=[CH:22][CH:23]=3)=[O:12])[C@@H:3]2[CH2:2][NH:1][C:38]([C:31]2[C:32]3[C:37](=[CH:36][CH:35]=[CH:34][CH:33]=3)[N:29]([CH3:28])[N:30]=2)=[O:39])[CH2:7]1, predict the reactants needed to synthesize it.